This data is from Reaction yield outcomes from USPTO patents with 853,638 reactions. The task is: Predict the reaction yield, written as a fraction of the theoretical maximum amount of product (1.0 means a 100% yield; for example, 0.34 means a 34% yield). (1) The reactants are [O:1]=[C:2]1[C:7]([CH2:8][C:9]2[CH:14]=[CH:13][C:12]([C:15]3[C:16]([C:21]#[N:22])=[CH:17][CH:18]=[CH:19][CH:20]=3)=[CH:11][CH:10]=2)=[C:6]([CH2:23][CH2:24][CH3:25])[N:5]2[N:26]=[CH:27][N:28]=[C:4]2[N:3]1[CH:29]1[CH2:34][CH2:33][CH:32]([O:35][CH2:36][CH:37]=[CH2:38])[CH2:31][CH2:30]1.ClC1C=CC=C(C(OO)=[O:47])C=1.C(=O)([O-])O.[Na+].S([O-])([O-])(=O)=S.[Na+].[Na+]. The catalyst is C(#N)C. The product is [O:47]1[CH2:38][CH:37]1[CH2:36][O:35][C@H:32]1[CH2:31][CH2:30][C@H:29]([N:3]2[C:2](=[O:1])[C:7]([CH2:8][C:9]3[CH:10]=[CH:11][C:12]([C:15]4[C:16]([C:21]#[N:22])=[CH:17][CH:18]=[CH:19][CH:20]=4)=[CH:13][CH:14]=3)=[C:6]([CH2:23][CH2:24][CH3:25])[N:5]3[N:26]=[CH:27][N:28]=[C:4]23)[CH2:34][CH2:33]1. The yield is 0.200. (2) No catalyst specified. The product is [OH:12][C:4]1[C:5]2[CH:11]=[CH:10][N:9]=[CH:8][C:6]=2[N:7]=[C:2]([O:13][C:14]2[CH:19]=[CH:18][C:17]([N:20]([CH3:32])[C:21]3[CH:26]=[CH:25][C:24]([CH:27]([CH3:31])[CH2:28][C:29]#[N:30])=[CH:23][CH:22]=3)=[CH:16][CH:15]=2)[N:3]=1. The reactants are Cl[C:2]1[N:3]=[C:4]([OH:12])[C:5]2[CH:11]=[CH:10][N:9]=[CH:8][C:6]=2[N:7]=1.[OH:13][C:14]1[CH:19]=[CH:18][C:17]([N:20]([CH3:32])[C:21]2[CH:26]=[CH:25][C:24]([CH:27]([CH3:31])[CH2:28][C:29]#[N:30])=[CH:23][CH:22]=2)=[CH:16][CH:15]=1. The yield is 0.170. (3) The yield is 0.260. No catalyst specified. The reactants are [F:1][C:2]1[CH:3]=[CH:4][C:5]2[O:11][CH2:10][CH2:9][N:8]3[CH:12]=[C:13]([C:15]([NH2:17])=O)[N:14]=[C:7]3[C:6]=2[CH:18]=1.CO[C:21](OC)([N:23](C)C)[CH3:22].C1(C)C=CC=CC=1.Cl.[CH:36]([NH:39]N)([CH3:38])[CH3:37]. The product is [F:1][C:2]1[CH:3]=[CH:4][C:5]2[O:11][CH2:10][CH2:9][N:8]3[CH:12]=[C:13]([C:15]4[N:39]([CH:36]([CH3:38])[CH3:37])[N:23]=[C:21]([CH3:22])[N:17]=4)[N:14]=[C:7]3[C:6]=2[CH:18]=1. (4) The reactants are [Cl:1][C:2]1[CH:3]=[C:4]2[C:8](=[C:9]([NH:11][CH:12]3[CH2:17][CH2:16][O:15][CH2:14][CH2:13]3)[CH:10]=1)[NH:7][C:6]([C:18]1[S:19][CH2:20][C@@H:21]([CH2:23][CH2:24][N:25]3[CH2:30][CH2:29][NH:28][CH2:27][CH2:26]3)[N:22]=1)=[CH:5]2.[C:31](O)(=[O:34])[CH2:32][OH:33].C(N(CC)CC)C.C(Cl)CCl.C1C=CC2N(O)N=NC=2C=1.Cl. The catalyst is CN(C)C=O. The product is [Cl:1][C:2]1[CH:3]=[C:4]2[C:8](=[C:9]([NH:11][CH:12]3[CH2:17][CH2:16][O:15][CH2:14][CH2:13]3)[CH:10]=1)[NH:7][C:6]([C:18]1[S:19][CH2:20][C@@H:21]([CH2:23][CH2:24][N:25]3[CH2:30][CH2:29][N:28]([C:32](=[O:33])[CH2:31][OH:34])[CH2:27][CH2:26]3)[N:22]=1)=[CH:5]2. The yield is 0.190. (5) The product is [CH:34]1([NH:33][C:27]([C:3]2[C:4]3[CH:10]=[CH:9][C:8]([O:11][C:12]4[CH:17]=[CH:16][N:15]=[C:14]5[CH:18]=[C:19]([C:21]6[N:22]([CH3:26])[CH:23]=[CH:24][N:25]=6)[S:20][C:13]=45)=[CH:7][C:5]=3[S:6][C:2]=2[CH3:1])=[O:29])[CH2:36][CH2:35]1. The catalyst is CN(C=O)C. The yield is 0.710. The reactants are [CH3:1][C:2]1[S:6][C:5]2[CH:7]=[C:8]([O:11][C:12]3[CH:17]=[CH:16][N:15]=[C:14]4[CH:18]=[C:19]([C:21]5[N:22]([CH3:26])[CH:23]=[CH:24][N:25]=5)[S:20][C:13]=34)[CH:9]=[CH:10][C:4]=2[C:3]=1[C:27]([OH:29])=O.C([N:33](CC)[CH:34]([CH3:36])[CH3:35])(C)C.CN(C(ON1N=NC2C=CC=CC1=2)=[N+](C)C)C.F[P-](F)(F)(F)(F)F. (6) The reactants are C([O-])(=O)C.[NH4+].[OH:6][C:7]1[CH:8]=[C:9]([CH:12]=[CH:13][C:14]=1[OH:15])[CH:10]=O.[N+:16]([CH3:19])([O-:18])=[O:17]. No catalyst specified. The product is [N+:16]([CH:19]=[CH:10][C:9]1[CH:8]=[C:7]([OH:6])[C:14]([OH:15])=[CH:13][CH:12]=1)([O-:18])=[O:17]. The yield is 0.610. (7) The reactants are F.F.F.C(N(CC)CC)C.[Si]([O:28][CH2:29][C@H:30]1[O:34][C@@H:33]([N:35]2[CH:42]=[C:41]([CH3:43])[C:39](=[O:40])[NH:38][C:36]2=[O:37])[C@H:32]([O:44][CH2:45][CH2:46][O:47][N:48]([CH3:50])[CH3:49])[C@@H:31]1[OH:51])(C(C)(C)C)(C1C=CC=CC=1)C1C=CC=CC=1.CO. The catalyst is C1COCC1.C(Cl)Cl. The product is [CH3:49][N:48]([CH3:50])[O:47][CH2:46][CH2:45][O:44][C@@H:32]1[C@H:31]([OH:51])[C@@H:30]([CH2:29][OH:28])[O:34][C@H:33]1[N:35]1[CH:42]=[C:41]([CH3:43])[C:39](=[O:40])[NH:38][C:36]1=[O:37]. The yield is 0.925.